From a dataset of NCI-60 drug combinations with 297,098 pairs across 59 cell lines. Regression. Given two drug SMILES strings and cell line genomic features, predict the synergy score measuring deviation from expected non-interaction effect. Drug 1: CC(C)(C#N)C1=CC(=CC(=C1)CN2C=NC=N2)C(C)(C)C#N. Drug 2: CCN(CC)CCCC(C)NC1=C2C=C(C=CC2=NC3=C1C=CC(=C3)Cl)OC. Cell line: SN12C. Synergy scores: CSS=19.7, Synergy_ZIP=-2.84, Synergy_Bliss=1.59, Synergy_Loewe=-5.34, Synergy_HSA=-4.76.